This data is from Forward reaction prediction with 1.9M reactions from USPTO patents (1976-2016). The task is: Predict the product of the given reaction. (1) Given the reactants [C:1](=[O:4])([O-])[O-].[K+].[K+].[CH3:7]O.C=O.[CH2:11]([NH:18][CH2:19][Si:20]([CH3:23])([CH3:22])[CH3:21])[C:12]1[CH:17]=[CH:16][CH:15]=[CH:14][CH:13]=1, predict the reaction product. The product is: [CH2:11]([N:18]([CH2:7][O:4][CH3:1])[CH2:19][Si:20]([CH3:23])([CH3:22])[CH3:21])[C:12]1[CH:17]=[CH:16][CH:15]=[CH:14][CH:13]=1. (2) The product is: [NH2:8][C:6]1[CH:5]=[CH:4][C:3]([S:11]([NH:14][C:15]2[C:16]([F:25])=[CH:17][C:18]3[CH2:22][O:21][B:20]([OH:23])[C:19]=3[CH:24]=2)(=[O:12])=[O:13])=[C:2]([Cl:1])[CH:7]=1. Given the reactants [Cl:1][C:2]1[CH:7]=[C:6]([N+:8]([O-])=O)[CH:5]=[CH:4][C:3]=1[S:11]([NH:14][C:15]1[C:16]([F:25])=[CH:17][C:18]2[CH2:22][O:21][B:20]([OH:23])[C:19]=2[CH:24]=1)(=[O:13])=[O:12], predict the reaction product. (3) Given the reactants [NH2:1][C:2]1[CH:3]=[C:4]([CH:15]=[CH:16][C:17]=1[S:18][C:19]1[CH:24]=[CH:23][C:22]([OH:25])=[CH:21][CH:20]=1)[C:5]([NH:7][C:8]1[CH:13]=[CH:12][C:11]([Br:14])=[CH:10][CH:9]=1)=[O:6].C([C:28]1[C:29]([N:35]=[CH:36][N:37]([CH3:39])C)=[N:30][C:31]([CH3:34])=[CH:32][CH:33]=1)#N, predict the reaction product. The product is: [Br:14][C:11]1[CH:12]=[CH:13][C:8]([NH:7][C:5](=[O:6])[C:4]2[CH:15]=[CH:16][C:17]([S:18][C:19]3[CH:24]=[CH:23][C:22]([OH:25])=[CH:21][CH:20]=3)=[C:2]([NH:1][C:39]3[C:28]4[CH:33]=[CH:32][C:31]([CH3:34])=[N:30][C:29]=4[N:35]=[CH:36][N:37]=3)[CH:3]=2)=[CH:9][CH:10]=1. (4) Given the reactants [O:1]1[CH2:6][CH2:5][O:4][CH2:3][CH:2]1[CH2:7][N:8]1[CH2:14][CH2:13][C:12]2[CH:15]=[C:16]([N+:21]([O-])=O)[C:17]([O:19][CH3:20])=[CH:18][C:11]=2[CH2:10][CH2:9]1, predict the reaction product. The product is: [O:1]1[CH2:6][CH2:5][O:4][CH2:3][CH:2]1[CH2:7][N:8]1[CH2:9][CH2:10][C:11]2[CH:18]=[C:17]([O:19][CH3:20])[C:16]([NH2:21])=[CH:15][C:12]=2[CH2:13][CH2:14]1. (5) The product is: [ClH:75].[F:24][C:14]1[CH:13]=[C:12]([S:9]([NH:8][C:6]2[CH:7]=[C:2]([NH:1][C:46](=[O:47])[C:44]([CH3:49])([CH3:45])[NH:43][CH3:41])[CH:3]=[CH:4][C:5]=2[O:25][CH3:26])(=[O:11])=[O:10])[CH:17]=[CH:16][C:15]=1[C:18]1[O:19][C:20]([CH3:23])=[CH:21][CH:22]=1. Given the reactants [NH2:1][C:2]1[CH:3]=[CH:4][C:5]([O:25][CH3:26])=[C:6]([NH:8][S:9]([C:12]2[CH:17]=[CH:16][C:15]([C:18]3[O:19][C:20]([CH3:23])=[CH:21][CH:22]=3)=[C:14]([F:24])[CH:13]=2)(=[O:11])=[O:10])[CH:7]=1.C(N(CC)C(C)C)(C)C.CC(O[C:41]([N:43](C)[C:44]([CH3:49])([C:46](O)=[O:47])[CH3:45])=O)(C)C.CN(C(ON1N=NC2C=CC=CC1=2)=[N+](C)C)C.F[P-](F)(F)(F)(F)F.[Cl:75]CCl, predict the reaction product.